From a dataset of Reaction yield outcomes from USPTO patents with 853,638 reactions. Predict the reaction yield, written as a fraction of the theoretical maximum amount of product (1.0 means a 100% yield; for example, 0.34 means a 34% yield). (1) The reactants are [C:1]([O:5][C:6](=[O:15])[NH:7][C@H:8]1[CH2:13][CH2:12][C@@H:11]([NH2:14])[CH2:10][CH2:9]1)([CH3:4])([CH3:3])[CH3:2].CCN(C(C)C)C(C)C.[C:25](Cl)([O:27][CH2:28][C:29]1[CH:34]=[CH:33][CH:32]=[CH:31][CH:30]=1)=[O:26]. The catalyst is C(Cl)Cl. The product is [CH2:28]([O:27][C:25](=[O:26])[NH:14][C@H:11]1[CH2:10][CH2:9][C@@H:8]([NH:7][C:6]([O:5][C:1]([CH3:4])([CH3:2])[CH3:3])=[O:15])[CH2:13][CH2:12]1)[C:29]1[CH:34]=[CH:33][CH:32]=[CH:31][CH:30]=1. The yield is 0.950. (2) The reactants are Cl[C:2]1[C:7]([N+:8]([O-:10])=[O:9])=[CH:6][N:5]=[C:4]2[CH:11]=[CH:12][S:13][C:3]=12.[C:14]([O:17][CH2:18][CH:19]1[CH:24]=[CH:23][C@H:22]([NH2:25])[CH2:21][O:20]1)(=[O:16])[CH3:15].C(N(CC)C(C)C)(C)C. The catalyst is C(O)(C)C. The product is [C:14]([O:17][CH2:18][CH:19]1[CH:24]=[CH:23][C@H:22]([NH:25][C:2]2[C:7]([N+:8]([O-:10])=[O:9])=[CH:6][N:5]=[C:4]3[CH:11]=[CH:12][S:13][C:3]=23)[CH2:21][O:20]1)(=[O:16])[CH3:15]. The yield is 0.830. (3) The reactants are [CH2:1]1[C:10]2[C:5](=[CH:6][CH:7]=[CH:8][CH:9]=2)[CH2:4][CH2:3][N:2]1[CH2:11][CH2:12][N:13]=[C:14]1[C:23]2[C:18](=[CH:19][CH:20]=[C:21]([N+:24]([O-:26])=[O:25])[CH:22]=2)[CH2:17][CH2:16][CH2:15]1.C(O)(=O)C.[BH-](OC(C)=O)(OC(C)=O)OC(C)=O.[Na+]. The catalyst is ClC(Cl)C. The product is [CH2:1]1[C:10]2[C:5](=[CH:6][CH:7]=[CH:8][CH:9]=2)[CH2:4][CH2:3][N:2]1[CH2:11][CH2:12][NH:13][CH:14]1[C:23]2[C:18](=[CH:19][CH:20]=[C:21]([N+:24]([O-:26])=[O:25])[CH:22]=2)[CH2:17][CH2:16][CH2:15]1. The yield is 0.530. (4) The reactants are CC([N:5]([CH2:9][CH2:10][NH:11][S:12]([C:15]1[CH:20]=[CH:19][C:18]([C:21]2[CH:26]=[CH:25][C:24]([O:27][CH2:28][CH:29]3[CH2:34][CH2:33][N:32]([C:35]4[O:39][N:38]=[C:37]([CH:40]([CH3:42])[CH3:41])[N:36]=4)[CH2:31][CH2:30]3)=[CH:23][CH:22]=2)=[CH:17][CH:16]=1)(=[O:14])=[O:13])C(=O)[O-])(C)C.[C:43]([OH:49])([C:45]([F:48])([F:47])[F:46])=[O:44]. The catalyst is C(Cl)Cl. The product is [C:43]([OH:49])([C:45]([F:48])([F:47])[F:46])=[O:44].[F:46][C:45]([F:48])([F:47])[C:43]([OH:49])=[O:44].[NH2:5][CH2:9][CH2:10][NH:11][S:12]([C:15]1[CH:20]=[CH:19][C:18]([C:21]2[CH:22]=[CH:23][C:24]([O:27][CH2:28][CH:29]3[CH2:30][CH2:31][N:32]([C:35]4[O:39][N:38]=[C:37]([CH:40]([CH3:42])[CH3:41])[N:36]=4)[CH2:33][CH2:34]3)=[CH:25][CH:26]=2)=[CH:17][CH:16]=1)(=[O:13])=[O:14]. The yield is 0.000500. (5) The reactants are Cl[C:2](=[O:8])[C:3](OCC)=[O:4].[NH2:9][C:10]1[CH:21]=[CH:20][C:13]([O:14][CH2:15][C:16]([CH3:19])([OH:18])[CH3:17])=[C:12]([CH3:22])[CH:11]=1.CCN(CC)CC.[CH3:30][O:31][CH:32]([O:35][CH3:36])[CH2:33][NH2:34]. The catalyst is C1COCC1.CCOC(C)=O. The product is [CH3:30][O:31][CH:32]([O:35][CH3:36])[CH2:33][NH:34][C:2](=[O:8])[C:3]([NH:9][C:10]1[CH:21]=[CH:20][C:13]([O:14][CH2:15][C:16]([OH:18])([CH3:19])[CH3:17])=[C:12]([CH3:22])[CH:11]=1)=[O:4]. The yield is 0.980. (6) The reactants are [F:1][C:2]([F:48])([F:47])[CH:3]([NH:36]C(=O)OCC1C=CC=CC=1)[C:4]([NH:6][C@@:7]([C:22]1[CH:27]=[C:26]([O:28][C:29]([F:34])([F:33])[CH:30]([F:32])[F:31])[CH:25]=[C:24]([F:35])[CH:23]=1)([C:15]1[CH:20]=[CH:19][C:18]([F:21])=[CH:17][CH:16]=1)[CH2:8][C:9]1[CH:14]=[CH:13][CH:12]=[CH:11][CH:10]=1)=[O:5].[Si](I)(C)(C)C. The catalyst is C(Cl)Cl. The product is [NH2:36][CH:3]([C:2]([F:47])([F:48])[F:1])[C:4]([NH:6][C@@:7]([C:22]1[CH:27]=[C:26]([O:28][C:29]([F:34])([F:33])[CH:30]([F:32])[F:31])[CH:25]=[C:24]([F:35])[CH:23]=1)([C:15]1[CH:16]=[CH:17][C:18]([F:21])=[CH:19][CH:20]=1)[CH2:8][C:9]1[CH:10]=[CH:11][CH:12]=[CH:13][CH:14]=1)=[O:5]. The yield is 0.650. (7) The reactants are Cl[C:2]1[N:10]=[C:9]([Cl:11])[CH:8]=[CH:7][C:3]=1[C:4]([NH2:6])=[O:5].BrC1C=CC(O)=C[C:14]=1[CH:20]1OC[CH2:22][O:21]1.[OH-].[Na+].[C:27](#[N:29])C. No catalyst specified. The product is [Cl:11][C:9]1[CH:8]=[CH:7][C:3]([C:4]([NH2:6])=[O:5])=[C:2]([N:29]([CH2:14][CH2:20][O:21][CH3:22])[CH3:27])[N:10]=1. The yield is 0.910. (8) The reactants are [CH2:1]([O:8][C:9]1[CH:14]=[CH:13][C:12]([S:15][C:16]2[CH:21]=[C:20]([Cl:22])[N:19]=[C:18]([NH2:23])[N:17]=2)=[C:11]([N+:24]([O-])=O)[CH:10]=1)[C:2]1[CH:7]=[CH:6][CH:5]=[CH:4][CH:3]=1.[Cl-].[NH4+].O1CCCC1.O. The catalyst is CO.[Fe]. The product is [NH2:24][C:11]1[CH:10]=[C:9]([O:8][CH2:1][C:2]2[CH:7]=[CH:6][CH:5]=[CH:4][CH:3]=2)[CH:14]=[CH:13][C:12]=1[S:15][C:16]1[CH:21]=[C:20]([Cl:22])[N:19]=[C:18]([NH2:23])[N:17]=1. The yield is 0.430.